The task is: Regression. Given two drug SMILES strings and cell line genomic features, predict the synergy score measuring deviation from expected non-interaction effect.. This data is from NCI-60 drug combinations with 297,098 pairs across 59 cell lines. Drug 1: CC12CCC3C(C1CCC2O)C(CC4=C3C=CC(=C4)O)CCCCCCCCCS(=O)CCCC(C(F)(F)F)(F)F. Drug 2: CN(CC1=CN=C2C(=N1)C(=NC(=N2)N)N)C3=CC=C(C=C3)C(=O)NC(CCC(=O)O)C(=O)O. Cell line: SNB-19. Synergy scores: CSS=38.2, Synergy_ZIP=7.83, Synergy_Bliss=4.56, Synergy_Loewe=-58.5, Synergy_HSA=1.29.